Dataset: Forward reaction prediction with 1.9M reactions from USPTO patents (1976-2016). Task: Predict the product of the given reaction. (1) Given the reactants [OH:1][CH:2]([C:6]1[CH:15]=[CH:14][C:9]([C:10]([O:12][CH3:13])=[O:11])=[CH:8][C:7]=1[CH3:16])[CH2:3][CH2:4][CH3:5], predict the reaction product. The product is: [C:2]([C:6]1[CH:15]=[CH:14][C:9]([C:10]([O:12][CH3:13])=[O:11])=[CH:8][C:7]=1[CH3:16])(=[O:1])[CH2:3][CH2:4][CH3:5]. (2) Given the reactants [N:1]1[CH:6]=[CH:5][CH:4]=[C:3]([C:7]2[S:8][C:9]([C:12]3[N:17]=[C:16]([C:18]4[N:23]=[CH:22][CH:21]=[CH:20][N:19]=4)[CH:15]=[CH:14][CH:13]=3)=[CH:10][N:11]=2)[CH:2]=1.[B-](F)(F)(F)[F:25].[B-](F)(F)(F)F.C1[N+]2(CCl)CC[N+](F)(CC2)C1.S([O-])([O-])(=O)=O.[Na+].[Na+], predict the reaction product. The product is: [F:25][C:10]1[N:11]=[C:7]([C:3]2[CH:2]=[N:1][CH:6]=[CH:5][CH:4]=2)[S:8][C:9]=1[C:12]1[N:17]=[C:16]([C:18]2[N:23]=[CH:22][CH:21]=[CH:20][N:19]=2)[CH:15]=[CH:14][CH:13]=1.